Predict which catalyst facilitates the given reaction. From a dataset of Catalyst prediction with 721,799 reactions and 888 catalyst types from USPTO. Reactant: [NH2:1][C:2]1[CH:3]=[CH:4][C:5]([CH:12]=[CH2:13])=[C:6]2[C:10]=1[C:9](=[O:11])[NH:8][CH2:7]2.[H][H]. Product: [NH2:1][C:2]1[CH:3]=[CH:4][C:5]([CH2:12][CH3:13])=[C:6]2[C:10]=1[C:9](=[O:11])[NH:8][CH2:7]2. The catalyst class is: 394.